Predict the reaction yield, written as a fraction of the theoretical maximum amount of product (1.0 means a 100% yield; for example, 0.34 means a 34% yield). From a dataset of Reaction yield outcomes from USPTO patents with 853,638 reactions. (1) The reactants are [CH3:1][O:2][C:3]([C:5]1[CH:10]=[N:9][C:8](Cl)=[CH:7][N:6]=1)=[O:4].Cl.[F:13][C:14]1([F:18])[CH2:17][NH:16][CH2:15]1.C(N(CC)CC)C. The catalyst is O1CCOCC1.[Cl-].[Na+].O. The product is [CH3:1][O:2][C:3]([C:5]1[CH:10]=[N:9][C:8]([N:16]2[CH2:17][C:14]([F:18])([F:13])[CH2:15]2)=[CH:7][N:6]=1)=[O:4]. The yield is 0.753. (2) The reactants are Cl[C:2]1[N:7]=[C:6]([CH3:8])[CH:5]=[C:4]([CH3:9])[N:3]=1.[NH:10]1[CH2:15][CH2:14][O:13][CH2:12][CH2:11]1. The catalyst is O. The product is [CH3:9][C:4]1[CH:5]=[C:6]([CH3:8])[N:7]=[C:2]([N:10]2[CH2:15][CH2:14][O:13][CH2:12][CH2:11]2)[N:3]=1. The yield is 0.920. (3) The reactants are [CH2:1]([N:8]1[C:12]([NH2:13])=[C:11]([CH3:14])[CH:10]=[N:9]1)[C:2]1[CH:7]=[CH:6][CH:5]=[CH:4][CH:3]=1.[O:15]1[CH2:20][CH2:19][C:18](=O)[CH2:17][CH2:16]1.C([BH3-])#N.[Na+].O. The catalyst is C(O)(=O)C. The product is [CH2:1]([N:8]1[C:12]([NH:13][CH:18]2[CH2:19][CH2:20][O:15][CH2:16][CH2:17]2)=[C:11]([CH3:14])[CH:10]=[N:9]1)[C:2]1[CH:3]=[CH:4][CH:5]=[CH:6][CH:7]=1. The yield is 0.380.